From a dataset of Full USPTO retrosynthesis dataset with 1.9M reactions from patents (1976-2016). Predict the reactants needed to synthesize the given product. (1) Given the product [CH3:46][N:47]([CH3:51])[CH2:48][CH2:49][NH:50][C:13]([C:8]1[CH:9]=[C:10]2[C:5](=[CH:6][CH:7]=1)[N:4]([CH2:16][C:17]1[CH:18]=[CH:19][C:20]([F:23])=[CH:21][CH:22]=1)[C:3]([CH2:1][CH3:2])=[C:11]2[CH3:12])=[O:14], predict the reactants needed to synthesize it. The reactants are: [CH2:1]([C:3]1[N:4]([CH2:16][C:17]2[CH:22]=[CH:21][C:20]([F:23])=[CH:19][CH:18]=2)[C:5]2[C:10]([C:11]=1[CH3:12])=[CH:9][C:8]([C:13](O)=[O:14])=[CH:7][CH:6]=2)[CH3:2].Cl.C(N=C=NCCCN(C)C)C.ON1C2C=CC=CC=2N=N1.[CH3:46][N:47]([CH3:51])[CH2:48][CH2:49][NH2:50]. (2) The reactants are: [H-].[Na+].[Br:3][C:4]1[CH:28]=[CH:27][C:7]2[N:8]=[C:9]([NH:17][C:18]3[C:23]([Cl:24])=[CH:22][C:21]([F:25])=[CH:20][C:19]=3[Cl:26])[C:10]3[CH:11]=[CH:12][NH:13][C:14](=[O:16])[C:15]=3[C:6]=2[CH:5]=1.Cl[CH2:30][O:31][CH2:32][CH2:33][Si:34]([CH3:37])([CH3:36])[CH3:35]. Given the product [Br:3][C:4]1[CH:28]=[CH:27][C:7]2[N:8]=[C:9]([N:17]([C:18]3[C:19]([Cl:26])=[CH:20][C:21]([F:25])=[CH:22][C:23]=3[Cl:24])[CH2:30][O:31][CH2:32][CH2:33][Si:34]([CH3:37])([CH3:36])[CH3:35])[C:10]3[CH:11]=[CH:12][N:13]([CH2:30][O:31][CH2:32][CH2:33][Si:34]([CH3:37])([CH3:36])[CH3:35])[C:14](=[O:16])[C:15]=3[C:6]=2[CH:5]=1, predict the reactants needed to synthesize it. (3) Given the product [O:31]=[C:25]([C:2]1[C:3]2[C:24]3[C:19]4[C:18](=[CH:17][CH:16]=[C:15]5[C:20]=4[C:21]4[C:12](=[CH:11][CH:10]=[C:9]6[C:22]=4[C:23]=3[C:6](=[CH:5][CH:4]=2)[CH:7]=[CH:8]6)[CH:13]=[CH:14]5)[CH:1]=1)[CH2:26][CH2:27][C:28]([OH:30])=[O:29], predict the reactants needed to synthesize it. The reactants are: [CH:1]1[C:18]2[C:19]3[C:24]4[C:3](=[CH:4][CH:5]=[C:6]5[C:23]=4[C:22]4[C:9](=[CH:10][CH:11]=[C:12]6[C:21]=4[C:20]=3[C:15](=[CH:16][CH:17]=2)[CH:14]=[CH:13]6)[CH:8]=[CH:7]5)[CH:2]=1.[C:25]1(=[O:31])[O:30][C:28](=[O:29])[CH2:27][CH2:26]1.[Cl-].[Al+3].[Cl-].[Cl-]. (4) Given the product [NH2:19][C:16]1[N:17]=[CH:18][C:13]([C:3]2[CH:4]=[C:5]([OH:8])[CH:6]=[CH:7][C:2]=2[Cl:1])=[N:14][CH:15]=1, predict the reactants needed to synthesize it. The reactants are: [Cl:1][C:2]1[CH:7]=[CH:6][C:5]([OH:8])=[CH:4][C:3]=1B(O)O.Br[C:13]1[N:14]=[CH:15][C:16]([NH2:19])=[N:17][CH:18]=1.C([O-])([O-])=O.[K+].[K+]. (5) Given the product [N:1]1[N:2]=[C:3]([C:10]2[CH:19]=[CH:18][C:17]3[C:12](=[C:13]([N:20]4[CH2:25][CH2:24][CH2:23][C@@H:22]([NH2:26])[CH2:21]4)[CH:14]=[CH:15][CH:16]=3)[N:11]=2)[N:4]2[CH:9]=[CH:8][CH:7]=[CH:6][C:5]=12, predict the reactants needed to synthesize it. The reactants are: [N:1]1[N:2]=[C:3]([C:10]2[CH:19]=[CH:18][C:17]3[C:12](=[C:13]([N:20]4[CH2:25][CH2:24][CH2:23][C@@H:22]([NH:26]C(=O)OC(C)(C)C)[CH2:21]4)[CH:14]=[CH:15][CH:16]=3)[N:11]=2)[N:4]2[CH:9]=[CH:8][CH:7]=[CH:6][C:5]=12.C(O)(C(F)(F)F)=O.C(Cl)Cl. (6) Given the product [CH2:17]([N:19]1[C:25](=[O:26])[C:24]([CH3:27])([CH3:28])[C:23](=[O:29])[N:22]([CH3:30])[C:21]2[CH:31]=[C:32]([CH2:35][NH:1][CH2:2][CH2:3][N:4]3[CH:13]=[CH:12][C:11]4[C:6](=[CH:7][CH:8]=[CH:9][CH:10]=4)[C:5]3=[O:14])[CH:33]=[CH:34][C:20]1=2)[CH3:18], predict the reactants needed to synthesize it. The reactants are: [NH2:1][CH2:2][CH2:3][N:4]1[CH:13]=[CH:12][C:11]2[C:6](=[CH:7][CH:8]=[CH:9][CH:10]=2)[C:5]1=[O:14].CO.[CH2:17]([N:19]1[C:25](=[O:26])[C:24]([CH3:28])([CH3:27])[C:23](=[O:29])[N:22]([CH3:30])[C:21]2[CH:31]=[C:32]([CH:35]=O)[CH:33]=[CH:34][C:20]1=2)[CH3:18].[BH4-].[Na+]. (7) Given the product [C:13]([O:12][CH2:1][CH2:2][CH2:3][CH2:4][CH2:5][CH2:6][CH2:7][CH2:8][CH2:9][CH2:10][OH:11])(=[O:21])[CH2:14][CH2:15][CH2:16][CH2:17][CH2:18][CH2:19][CH3:20], predict the reactants needed to synthesize it. The reactants are: [CH2:1]([OH:12])[CH2:2][CH2:3][CH2:4][CH2:5][CH2:6][CH2:7][CH2:8][CH2:9][CH2:10][OH:11].[C:13](Cl)(=[O:21])[CH2:14][CH2:15][CH2:16][CH2:17][CH2:18][CH2:19][CH3:20].C(OCCCCO)(=O)CCCCCCCCC. (8) The reactants are: [CH3:1][CH:2]1[C:7](=[O:8])[NH:6][C:5](=[O:9])[NH:4][C:3]1=[O:10].[Na].[C:12]([O:16][C:17]([NH:19][OH:20])=[O:18])([CH3:15])([CH3:14])[CH3:13].I([O-])(=O)(=O)=O.[Na+]. Given the product [C:12]([O:16][C:17]([N:19]([OH:20])[C:2]1([CH3:1])[C:7](=[O:8])[NH:6][C:5](=[O:9])[NH:4][C:3]1=[O:10])=[O:18])([CH3:15])([CH3:14])[CH3:13], predict the reactants needed to synthesize it. (9) Given the product [CH2:1]([O:8][C:9]([N:11]([CH:28]([CH3:30])[CH3:29])[C@H:12]1[CH2:17][N:16]([C:18]([O:20][C:21]([CH3:22])([CH3:23])[CH3:24])=[O:19])[C@@H:15]([CH2:25][CH2:26][O:27][Si:35]([C:31]([CH3:34])([CH3:33])[CH3:32])([C:43]2[CH:44]=[CH:45][CH:46]=[CH:47][CH:48]=2)[C:37]2[CH:42]=[CH:41][CH:40]=[CH:39][CH:38]=2)[CH2:14][CH2:13]1)=[O:10])[C:2]1[CH:3]=[CH:4][CH:5]=[CH:6][CH:7]=1, predict the reactants needed to synthesize it. The reactants are: [CH2:1]([O:8][C:9]([N:11]([CH:28]([CH3:30])[CH3:29])[C@H:12]1[CH2:17][N:16]([C:18]([O:20][C:21]([CH3:24])([CH3:23])[CH3:22])=[O:19])[C@@H:15]([CH2:25][CH2:26][OH:27])[CH2:14][CH2:13]1)=[O:10])[C:2]1[CH:7]=[CH:6][CH:5]=[CH:4][CH:3]=1.[C:31]([Si:35]([C:43]1[CH:48]=[CH:47][CH:46]=[CH:45][CH:44]=1)([C:37]1[CH:42]=[CH:41][CH:40]=[CH:39][CH:38]=1)Cl)([CH3:34])([CH3:33])[CH3:32].N1C=CN=C1.C(=O)([O-])O.[Na+].